Task: Predict the reaction yield, written as a fraction of the theoretical maximum amount of product (1.0 means a 100% yield; for example, 0.34 means a 34% yield).. Dataset: Reaction yield outcomes from USPTO patents with 853,638 reactions (1) The reactants are [CH2:1](Br)[C:2]1[CH:7]=[CH:6][CH:5]=[CH:4][CH:3]=1.[Br:9][C:10]1[CH:15]=[CH:14][C:13]([OH:16])=[C:12]([F:17])[CH:11]=1.C(=O)([O-])[O-].[K+].[K+]. The catalyst is CN(C=O)C.CCOCC. The product is [CH2:1]([O:16][C:13]1[CH:14]=[CH:15][C:10]([Br:9])=[CH:11][C:12]=1[F:17])[C:2]1[CH:7]=[CH:6][CH:5]=[CH:4][CH:3]=1. The yield is 0.930. (2) The reactants are [CH3:1][C:2]1[C:6]([CH2:7][N:8]2[CH:12]=[C:11]([N:13]3[C:17](=[O:18])[C:16]([CH3:20])([CH3:19])[NH:15][C:14]3=[O:21])[CH:10]=[N:9]2)=[C:5]([CH3:22])[O:4][N:3]=1.Br[CH2:24][C:25]1[CH:30]=[CH:29][C:28]([O:31][CH3:32])=[C:27]([O:33][CH3:34])[CH:26]=1. No catalyst specified. The product is [CH3:34][O:33][C:27]1[CH:26]=[C:25]([CH:30]=[CH:29][C:28]=1[O:31][CH3:32])[CH2:24][N:15]1[C:16]([CH3:19])([CH3:20])[C:17](=[O:18])[N:13]([C:11]2[CH:10]=[N:9][N:8]([CH2:7][C:6]3[C:2]([CH3:1])=[N:3][O:4][C:5]=3[CH3:22])[CH:12]=2)[C:14]1=[O:21]. The yield is 0.670.